Dataset: Forward reaction prediction with 1.9M reactions from USPTO patents (1976-2016). Task: Predict the product of the given reaction. (1) Given the reactants [C:1]([O:5][C:6]([N:8]1[CH2:13][C:12](=[O:14])[NH:11][C:10]2[CH:15]=[C:16](Br)[CH:17]=[N:18][C:9]1=2)=[O:7])([CH3:4])([CH3:3])[CH3:2].[CH3:20][N:21]([CH2:26][C:27]1[N:28]([CH3:36])[C:29]2[C:34]([CH:35]=1)=[CH:33][CH:32]=[CH:31][CH:30]=2)[C:22](=[O:25])[CH:23]=[CH2:24].C(N(C(C)C)CC)(C)C.CC1C=CC=CC=1P(C1C=CC=CC=1C)C1C=CC=CC=1C, predict the reaction product. The product is: [C:1]([O:5][C:6]([N:8]1[CH2:13][C:12](=[O:14])[NH:11][C:10]2[CH:15]=[C:16](/[CH:24]=[CH:23]/[C:22](=[O:25])[N:21]([CH3:20])[CH2:26][C:27]3[N:28]([CH3:36])[C:29]4[C:34]([CH:35]=3)=[CH:33][CH:32]=[CH:31][CH:30]=4)[CH:17]=[N:18][C:9]1=2)=[O:7])([CH3:4])([CH3:3])[CH3:2]. (2) Given the reactants [N:1]1[C:10]2[C:5](=[CH:6][C:7]([O:11][CH2:12][CH2:13][O:14][C:15]3[CH:30]=[CH:29][C:18]([CH:19]=[C:20]([C:25]([O:27][CH3:28])=[O:26])[C:21]([O:23][CH3:24])=[O:22])=[CH:17][CH:16]=3)=[CH:8][CH:9]=2)[CH:4]=[CH:3][CH:2]=1.[H][H], predict the reaction product. The product is: [N:1]1[C:10]2[C:5](=[CH:6][C:7]([O:11][CH2:12][CH2:13][O:14][C:15]3[CH:30]=[CH:29][C:18]([CH2:19][CH:20]([C:25]([O:27][CH3:28])=[O:26])[C:21]([O:23][CH3:24])=[O:22])=[CH:17][CH:16]=3)=[CH:8][CH:9]=2)[CH:4]=[CH:3][CH:2]=1. (3) Given the reactants Cl[CH2:2][CH:3]([OH:19])[CH2:4][NH:5][C:6]1[CH:11]=[CH:10][C:9]([N:12]2[CH2:17][CH2:16][O:15][CH2:14][C:13]2=[O:18])=[CH:8][CH:7]=1.[C:20]1(=[O:30])[NH:24][C:23](=[O:25])[C:22]2=[CH:26][CH:27]=[CH:28][CH:29]=[C:21]12.[K], predict the reaction product. The product is: [OH:19][C@H:3]([CH2:4][NH:5][C:6]1[CH:11]=[CH:10][C:9]([N:12]2[CH2:17][CH2:16][O:15][CH2:14][C:13]2=[O:18])=[CH:8][CH:7]=1)[CH2:2][N:24]1[C:20](=[O:30])[C:21]2[C:22](=[CH:26][CH:27]=[CH:28][CH:29]=2)[C:23]1=[O:25]. (4) Given the reactants [CH3:1][C:2]1[CH:10]=[CH:9][C:5]([C:6](O)=[O:7])=[CH:4][C:3]=1[N:11]1[CH:20]=[CH:19][C:18]2[C:13](=[CH:14][C:15]([O:21][CH2:22][CH2:23][N:24]3[CH2:29][CH2:28][CH2:27][CH2:26][CH2:25]3)=[CH:16][CH:17]=2)[C:12]1=[O:30].C(Cl)(=O)C(Cl)=O.N1C=CC=CC=1.[NH2:43][C:44]1[CH:48]=[CH:47][O:46][N:45]=1, predict the reaction product. The product is: [O:46]1[CH:47]=[CH:48][C:44]([NH:43][C:6](=[O:7])[C:5]2[CH:9]=[CH:10][C:2]([CH3:1])=[C:3]([N:11]3[CH:20]=[CH:19][C:18]4[C:13](=[CH:14][C:15]([O:21][CH2:22][CH2:23][N:24]5[CH2:29][CH2:28][CH2:27][CH2:26][CH2:25]5)=[CH:16][CH:17]=4)[C:12]3=[O:30])[CH:4]=2)=[N:45]1. (5) Given the reactants C([O:8][C:9]1[C:14]([Cl:15])=[CH:13][C:12]([C:16]([N:18]2[C:27]3[C:22](=[CH:23][CH:24]=[CH:25][CH:26]=3)[N:21]([S:28]([CH3:31])(=[O:30])=[O:29])[CH2:20][CH2:19]2)=[O:17])=[CH:11][C:10]=1[Cl:32])C1C=CC=CC=1, predict the reaction product. The product is: [Cl:15][C:14]1[CH:13]=[C:12]([C:16]([N:18]2[C:27]3[C:22](=[CH:23][CH:24]=[CH:25][CH:26]=3)[N:21]([S:28]([CH3:31])(=[O:30])=[O:29])[CH2:20][CH2:19]2)=[O:17])[CH:11]=[C:10]([Cl:32])[C:9]=1[OH:8].